This data is from Reaction yield outcomes from USPTO patents with 853,638 reactions. The task is: Predict the reaction yield, written as a fraction of the theoretical maximum amount of product (1.0 means a 100% yield; for example, 0.34 means a 34% yield). (1) The reactants are [CH:1]1[C:10]2[C:5](=[CH:6][CH:7]=[CH:8][CH:9]=2)[CH:4]=[CH:3][C:2]=1[C:11]([OH:13])=O.[CH2:14]([O:16][C:17](=[O:36])[CH2:18][CH2:19][C:20]1[CH:25]=[CH:24][CH:23]=[C:22]([N:26]2[C:30]([NH2:31])=[CH:29][C:28]([C:32]([CH3:35])([CH3:34])[CH3:33])=[N:27]2)[CH:21]=1)[CH3:15]. The catalyst is O=S(Cl)Cl.C(Cl)Cl. The product is [CH2:14]([O:16][C:17](=[O:36])[CH2:18][CH2:19][C:20]1[CH:25]=[CH:24][CH:23]=[C:22]([N:26]2[C:30]([NH:31][C:11]([C:2]3[CH:3]=[CH:4][C:5]4[C:10](=[CH:9][CH:8]=[CH:7][CH:6]=4)[CH:1]=3)=[O:13])=[CH:29][C:28]([C:32]([CH3:35])([CH3:34])[CH3:33])=[N:27]2)[CH:21]=1)[CH3:15]. The yield is 0.380. (2) The reactants are [CH:1]1[C:13]2[CH2:12][C:11]3[C:6](=[CH:7][CH:8]=[CH:9][CH:10]=3)[C:5]=2[CH:4]=[CH:3][CH:2]=1.[CH3:14][CH2:15][CH2:16][CH2:17][CH2:18][CH3:19].[CH2:20](Br)[CH2:21][CH2:22][CH2:23][CH2:24][CH3:25].O. The catalyst is O1CCCC1. The product is [CH2:14]([C:12]1([CH2:20][CH2:21][CH2:22][CH2:23][CH2:24][CH3:25])[C:11]2[CH:10]=[CH:9][CH:8]=[CH:7][C:6]=2[C:5]2[C:13]1=[CH:1][CH:2]=[CH:3][CH:4]=2)[CH2:15][CH2:16][CH2:17][CH2:18][CH3:19]. The yield is 0.950. (3) The reactants are Cl[CH2:2][C:3]1[CH:8]=[CH:7][CH:6]=[C:5]([S:9][CH:10]2[CH2:14][CH2:13][CH2:12][CH2:11]2)[N:4]=1.C[O:16][C:17]([CH:19]1[CH2:21][CH:20]1[C:22]1[CH:27]=[CH:26][C:25]([OH:28])=[C:24]([F:29])[CH:23]=1)=[O:18]. No catalyst specified. The product is [CH:10]1([S:9][C:5]2[N:4]=[C:3]([CH2:2][O:28][C:25]3[CH:26]=[CH:27][C:22]([CH:20]4[CH2:21][CH:19]4[C:17]([OH:18])=[O:16])=[CH:23][C:24]=3[F:29])[CH:8]=[CH:7][CH:6]=2)[CH2:14][CH2:13][CH2:12][CH2:11]1. The yield is 0.770. (4) The reactants are [CH2:1]([N:3]([CH2:14][CH3:15])[CH2:4][CH2:5][O:6][C:7]1[CH:12]=[CH:11][C:10]([NH2:13])=[CH:9][CH:8]=1)[CH3:2].O[CH:17]=[C:18]1[C:26]2[C:21](=[CH:22][CH:23]=[CH:24][CH:25]=2)[NH:20][C:19]1=[O:27]. No catalyst specified. The product is [CH2:14]([N:3]([CH2:1][CH3:2])[CH2:4][CH2:5][O:6][C:7]1[CH:8]=[CH:9][C:10]([NH:13][CH:17]=[C:18]2[C:26]3[C:21](=[CH:22][CH:23]=[CH:24][CH:25]=3)[NH:20][C:19]2=[O:27])=[CH:11][CH:12]=1)[CH3:15]. The yield is 0.510. (5) The reactants are C(N1[CH2:13][CH2:12][CH:11]([N:14]2[C:22]3[C:17](=[CH:18][CH:19]=[CH:20][CH:21]=3)[C:16]([CH2:24][C:25]([NH:27][CH3:28])=[O:26])([CH3:23])[C:15]2=[O:29])[CH2:10][CH2:9]1)C1C=CC=CC=1.[CH3:30][NH2:31]. No catalyst specified. The product is [CH:30]1([N:31]2[CH2:9][CH2:10][CH:11]([N:14]3[C:22]4[C:17](=[CH:18][CH:19]=[CH:20][CH:21]=4)[C:16]([CH2:24][C:25]([NH:27][CH3:28])=[O:26])([CH3:23])[C:15]3=[O:29])[CH2:12][CH2:13]2)[CH2:13][CH2:12][CH2:11][CH2:10][CH2:9]1. The yield is 0.100. (6) The reactants are Br[C:2]1[N:7]=[C:6]2[N:8]([CH2:12][CH2:13][CH:14]3[CH2:19][CH2:18][O:17][CH2:16][CH2:15]3)[C:9](=[O:11])[NH:10][C:5]2=[N:4][CH:3]=1.B(O)(O)[C:21]1[CH:26]=[CH:25][C:24]([C:27]([NH2:29])=[O:28])=[CH:23][CH:22]=1.ClCCl.P([O-])([O-])([O-])=O.[K+].[K+].[K+]. The catalyst is CN(C)C=O.O. The product is [O:11]=[C:9]1[NH:10][C:5]2=[N:4][CH:3]=[C:2]([C:21]3[CH:26]=[CH:25][C:24]([C:27]([NH2:29])=[O:28])=[CH:23][CH:22]=3)[N:7]=[C:6]2[N:8]1[CH2:12][CH2:13][CH:14]1[CH2:19][CH2:18][O:17][CH2:16][CH2:15]1. The yield is 0.890. (7) The reactants are [O:1]=[C:2]([N:26]1[CH2:31][CH2:30][N:29]([C:32](=[O:43])[C:33]2[CH:38]=[CH:37][CH:36]=[CH:35][C:34]=2[C:39]([F:42])([F:41])[F:40])[CH2:28][CH2:27]1)[CH2:3][NH:4][C:5]([C:7]1[CH:11]=[C:10]([C:12]2[CH:17]=[CH:16][CH:15]=[CH:14][C:13]=2[O:18]CC2C=CC=CC=2)[O:9][N:8]=1)=[O:6]. The catalyst is CO.[Pd]. The product is [O:1]=[C:2]([N:26]1[CH2:27][CH2:28][N:29]([C:32](=[O:43])[C:33]2[CH:38]=[CH:37][CH:36]=[CH:35][C:34]=2[C:39]([F:40])([F:42])[F:41])[CH2:30][CH2:31]1)[CH2:3][NH:4][C:5]([C:7]1[CH:11]=[C:10]([C:12]2[CH:17]=[CH:16][CH:15]=[CH:14][C:13]=2[OH:18])[O:9][N:8]=1)=[O:6]. The yield is 0.620.